This data is from Full USPTO retrosynthesis dataset with 1.9M reactions from patents (1976-2016). The task is: Predict the reactants needed to synthesize the given product. (1) Given the product [C:1]1([CH3:18])[CH:6]=[CH:5][CH:4]=[C:3]([N:7]([CH2:8][C:9]2[CH:14]=[C:13]([F:15])[C:12]([F:16])=[CH:11][C:10]=2[F:17])[C:20]([Cl:19])=[O:22])[CH:2]=1, predict the reactants needed to synthesize it. The reactants are: [C:1]1([CH3:18])[CH:6]=[CH:5][CH:4]=[C:3]([NH:7][CH2:8][C:9]2[CH:14]=[C:13]([F:15])[C:12]([F:16])=[CH:11][C:10]=2[F:17])[CH:2]=1.[Cl:19][C:20](Cl)([O:22]C(=O)OC(Cl)(Cl)Cl)Cl. (2) Given the product [CH2:1]([N:8]1[CH2:12][CH2:11][C@H:10]([O:13][C:21]2[CH:20]=[N:19][CH:18]=[C:17]([Br:16])[CH:22]=2)[CH2:9]1)[C:2]1[CH:3]=[CH:4][CH:5]=[CH:6][CH:7]=1, predict the reactants needed to synthesize it. The reactants are: [CH2:1]([N:8]1[CH2:12][CH2:11][C@H:10]([OH:13])[CH2:9]1)[C:2]1[CH:7]=[CH:6][CH:5]=[CH:4][CH:3]=1.[H-].[Na+].[Br:16][C:17]1[CH:18]=[N:19][CH:20]=[C:21](Br)[CH:22]=1. (3) The reactants are: [OH:1][C:2]1[CH:7]=[CH:6][C:5]([CH2:8][CH2:9][C:10]2[CH:24]=[CH:23][C:13]3[CH:14]=[C:15]([CH:17]([NH:19][C:20](=[O:22])[CH3:21])[CH3:18])[O:16][C:12]=3[CH:11]=2)=[CH:4][CH:3]=1.Br[CH:26]1[CH2:30][CH2:29][CH2:28][CH2:27]1. Given the product [CH:26]1([O:1][C:2]2[CH:3]=[CH:4][C:5]([CH2:8][CH2:9][C:10]3[CH:24]=[CH:23][C:13]4[CH:14]=[C:15]([CH:17]([NH:19][C:20](=[O:22])[CH3:21])[CH3:18])[O:16][C:12]=4[CH:11]=3)=[CH:6][CH:7]=2)[CH2:30][CH2:29][CH2:28][CH2:27]1, predict the reactants needed to synthesize it. (4) The reactants are: [C:1]([C:3]1[C:8](=O)[NH:7][C:6]([NH:10][CH:11]2[CH2:13][CH2:12]2)=[N:5][C:4]=1[C:14]1[CH:19]=[CH:18][C:17]([Cl:20])=[CH:16][CH:15]=1)#[N:2].O=P(Cl)(Cl)[Cl:23]. Given the product [Cl:23][C:8]1[N:7]=[C:6]([NH:10][CH:11]2[CH2:13][CH2:12]2)[N:5]=[C:4]([C:14]2[CH:19]=[CH:18][C:17]([Cl:20])=[CH:16][CH:15]=2)[C:3]=1[C:1]#[N:2], predict the reactants needed to synthesize it. (5) Given the product [CH3:30][O:29][C:28]1[CH:27]=[CH:26][C:25]([NH:31][C:32](=[O:34])[CH3:33])=[CH:24][C:23]=1[NH:11][C:7]1[N:8]=[CH:9][C:10]2=[C:2]([CH3:1])[N:3]=[C:4]([C:12]3[CH:17]=[CH:16][CH:15]=[C:14]([C:18]([F:21])([F:19])[F:20])[CH:13]=3)[N:5]2[N:6]=1, predict the reactants needed to synthesize it. The reactants are: [CH3:1][C:2]1[N:3]=[C:4]([C:12]2[CH:17]=[CH:16][CH:15]=[C:14]([C:18]([F:21])([F:20])[F:19])[CH:13]=2)[N:5]2[C:10]=1[CH:9]=[N:8][C:7]([NH2:11])=[N:6]2.Br[C:23]1[CH:24]=[C:25]([NH:31][C:32](=[O:34])[CH3:33])[CH:26]=[CH:27][C:28]=1[O:29][CH3:30].C(P(C(C)(C)C)C1C=CC=CC=1C1C=CC=CC=1)(C)(C)C.CC([O-])(C)C.[Na+].